Dataset: Full USPTO retrosynthesis dataset with 1.9M reactions from patents (1976-2016). Task: Predict the reactants needed to synthesize the given product. (1) The reactants are: CN1CCOCC1.[CH3:8][S:9](Cl)(=[O:11])=[O:10].ClCCl.Cl.[Cl:17][C:18]1[CH:23]=[CH:22][C:21]([S:24]([CH:27]([C:32]2[CH:37]=[C:36]([F:38])[CH:35]=[CH:34][C:33]=2[F:39])[CH2:28][CH2:29][CH2:30][NH2:31])(=[O:26])=[O:25])=[CH:20][CH:19]=1. Given the product [Cl:17][C:18]1[CH:19]=[CH:20][C:21]([S:24]([CH:27]([C:32]2[CH:37]=[C:36]([F:38])[CH:35]=[CH:34][C:33]=2[F:39])[CH2:28][CH2:29][CH2:30][NH:31][S:9]([CH3:8])(=[O:11])=[O:10])(=[O:26])=[O:25])=[CH:22][CH:23]=1, predict the reactants needed to synthesize it. (2) Given the product [NH:10]1[C:14]2[CH:15]=[CH:16][CH:17]=[CH:18][C:13]=2[N:12]=[C:11]1[C@H:7]([NH:8][C:9]([NH:22][C@H:23]1[CH2:28][CH2:27][C@H:26]([OH:29])[CH2:25][CH2:24]1)=[O:19])[CH2:6][C:5]1[CH:4]=[CH:3][C:2]([CH3:1])=[CH:21][CH:20]=1, predict the reactants needed to synthesize it. The reactants are: [CH3:1][C:2]1[CH:21]=[CH:20][C:5]([CH2:6][C@@H:7]2[C:11]3=[N:12][C:13]4[CH:18]=[CH:17][CH:16]=[CH:15][C:14]=4[N:10]3[C:9](=[O:19])[NH:8]2)=[CH:4][CH:3]=1.[NH2:22][C@H:23]1[CH2:28][CH2:27][C@H:26]([OH:29])[CH2:25][CH2:24]1.C(O)(C(F)(F)F)=O. (3) Given the product [C:5]1([CH3:8])[CH:6]=[CH:7][C:2]([NH:1][C:17]2[CH:15]=[CH:16][C:9]([CH3:18])=[CH:10][CH:11]=2)=[CH:3][CH:4]=1, predict the reactants needed to synthesize it. The reactants are: [NH2:1][C:2]1[CH:7]=[CH:6][C:5]([CH3:8])=[CH:4][CH:3]=1.[C:9]12(P[C:9]34[CH2:18]C5C[CH:15]([CH2:17][CH:11](C5)[CH2:10]3)[CH2:16]4)[CH2:18]C3C[CH:15]([CH2:17][CH:11](C3)[CH2:10]1)[CH2:16]2.BrC1C=CC(C)=CC=1.